Dataset: Full USPTO retrosynthesis dataset with 1.9M reactions from patents (1976-2016). Task: Predict the reactants needed to synthesize the given product. (1) Given the product [CH3:1][S:2]([C:5]1[CH:6]=[CH:7][C:8]([CH2:9][CH:10]2[CH2:11][CH:12]([C:13]([O:15][CH3:16])=[O:14])[CH2:17][CH2:18][NH:19]2)=[CH:20][CH:21]=1)(=[O:4])=[O:3], predict the reactants needed to synthesize it. The reactants are: [CH3:1][S:2]([C:5]1[CH:21]=[CH:20][C:8]([CH2:9][C:10]2[CH:11]=[C:12]([CH:17]=[CH:18][N:19]=2)[C:13]([O:15][CH3:16])=[O:14])=[CH:7][CH:6]=1)(=[O:4])=[O:3]. (2) The reactants are: Br[C:2]1[CH:9]=[CH:8][C:5]([C:6]#[N:7])=[CH:4][C:3]=1[C:10]([F:13])([F:12])[F:11].[NH:14]1[CH2:19][CH2:18][O:17][CH2:16][CH2:15]1. Given the product [N:14]1([C:2]2[CH:9]=[CH:8][C:5]([C:6]#[N:7])=[CH:4][C:3]=2[C:10]([F:13])([F:12])[F:11])[CH2:19][CH2:18][O:17][CH2:16][CH2:15]1, predict the reactants needed to synthesize it. (3) Given the product [C:8]([C:10]1[N:11]=[C:12]([C:27]2[CH:32]=[CH:31][C:30]([O:33][CH2:34][CH3:35])=[C:29]([C:36]([F:39])([F:38])[F:37])[CH:28]=2)[C:13]2[CH:18]=[CH:17][N:16]([CH2:19][C:20]([OH:22])=[O:21])[C:14]=2[N:15]=1)#[N:9], predict the reactants needed to synthesize it. The reactants are: FC(F)(F)C(O)=O.[C:8]([C:10]1[N:11]=[C:12]([C:27]2[CH:32]=[CH:31][C:30]([O:33][CH2:34][CH3:35])=[C:29]([C:36]([F:39])([F:38])[F:37])[CH:28]=2)[C:13]2[CH:18]=[CH:17][N:16]([CH2:19][C:20]([O:22]C(C)(C)C)=[O:21])[C:14]=2[N:15]=1)#[N:9]. (4) Given the product [F:24][C:19]1[CH:20]=[CH:21][CH:22]=[CH:23][C:18]=1[CH2:17][O:3][C:4]1[C:13]2[C:8](=[CH:9][CH:10]=[CH:11][CH:12]=2)[C:7]([CH:14]=[O:15])=[CH:6][CH:5]=1, predict the reactants needed to synthesize it. The reactants are: [H-].[Na+].[OH:3][C:4]1[C:13]2[C:8](=[CH:9][CH:10]=[CH:11][CH:12]=2)[C:7]([CH:14]=[O:15])=[CH:6][CH:5]=1.Br[CH2:17][C:18]1[CH:23]=[CH:22][CH:21]=[CH:20][C:19]=1[F:24].Cl. (5) Given the product [CH2:1]([O:5][C:6]([N:8]1[CH2:9][CH2:10][N:11]([C:14](=[O:31])[CH2:15][NH:16][C:17]([C:19]2[CH:23]=[C:22]([O:24][CH2:33][C:34]([O:36][CH2:37][C:38]3[CH:43]=[CH:42][CH:41]=[CH:40][CH:39]=3)=[O:35])[N:21]([C:25]3[CH:30]=[CH:29][CH:28]=[CH:27][CH:26]=3)[N:20]=2)=[O:18])[CH2:12][CH2:13]1)=[O:7])[CH2:2][CH2:3][CH3:4], predict the reactants needed to synthesize it. The reactants are: [CH2:1]([O:5][C:6]([N:8]1[CH2:13][CH2:12][N:11]([C:14](=[O:31])[CH2:15][NH:16][C:17]([C:19]2[CH:23]=[C:22]([OH:24])[N:21]([C:25]3[CH:30]=[CH:29][CH:28]=[CH:27][CH:26]=3)[N:20]=2)=[O:18])[CH2:10][CH2:9]1)=[O:7])[CH2:2][CH2:3][CH3:4].Br[CH2:33][C:34]([O:36][CH2:37][C:38]1[CH:43]=[CH:42][CH:41]=[CH:40][CH:39]=1)=[O:35].C(=O)([O-])[O-].[Cs+].[Cs+]. (6) Given the product [CH2:12]([N:11]([CH2:10][CH2:9][C:4]1[CH:5]=[CH:6][CH:7]=[CH:8][C:3]=1[O:2][CH3:1])[C:34](=[O:35])[CH2:33][C:30]1[CH:31]=[CH:32][C:27]([O:26][CH2:25][C:24]2[CH:37]=[CH:38][CH:39]=[CH:40][C:23]=2[C:21]([O:20][CH3:19])=[O:22])=[CH:28][CH:29]=1)[CH2:13][CH2:14][CH2:15][CH2:16][CH2:17][CH3:18], predict the reactants needed to synthesize it. The reactants are: [CH3:1][O:2][C:3]1[CH:8]=[CH:7][CH:6]=[CH:5][C:4]=1[CH2:9][CH2:10][NH:11][CH2:12][CH2:13][CH2:14][CH2:15][CH2:16][CH2:17][CH3:18].[CH3:19][O:20][C:21]([C:23]1[CH:40]=[CH:39][CH:38]=[CH:37][C:24]=1[CH2:25][O:26][C:27]1[CH:32]=[CH:31][C:30]([CH2:33][C:34](O)=[O:35])=[CH:29][CH:28]=1)=[O:22].F[B-](F)(F)F.N1(OC(N(C)C)=[N+](C)C)C2C=CC=CC=2N=N1.C(N(C(C)C)C(C)C)C. (7) Given the product [Cl:1][CH2:2][CH2:3][CH2:4][O:5][C:7]([CH3:9])([CH3:8])[CH3:6], predict the reactants needed to synthesize it. The reactants are: [Cl:1][CH2:2][CH2:3][CH2:4][OH:5].[CH3:6][C:7]([CH3:9])=[CH2:8].